This data is from Forward reaction prediction with 1.9M reactions from USPTO patents (1976-2016). The task is: Predict the product of the given reaction. Given the reactants [C:1]([O:5][C:6](=[O:29])[NH:7][C@H:8]1[CH2:16][CH2:15][CH2:14][C@H:13]([CH2:17][CH2:18]O)[C@@H:12]([O:20][C:21]2[CH:26]=[CH:25][CH:24]=[CH:23][CH:22]=2)[C@H:11]([CH3:27])[O:10][C:9]1=[O:28])([CH3:4])([CH3:3])[CH3:2].[Br:30]C(Br)(Br)Br.C1(P(C2C=CC=CC=2)C2C=CC=CC=2)C=CC=CC=1.CC(C)=O, predict the reaction product. The product is: [C:1]([O:5][C:6](=[O:29])[NH:7][C@H:8]1[CH2:16][CH2:15][CH2:14][C@H:13]([CH2:17][CH2:18][Br:30])[C@@H:12]([O:20][C:21]2[CH:26]=[CH:25][CH:24]=[CH:23][CH:22]=2)[C@H:11]([CH3:27])[O:10][C:9]1=[O:28])([CH3:4])([CH3:3])[CH3:2].